From a dataset of Reaction yield outcomes from USPTO patents with 853,638 reactions. Predict the reaction yield, written as a fraction of the theoretical maximum amount of product (1.0 means a 100% yield; for example, 0.34 means a 34% yield). The reactants are [CH:1]([OH:4])([CH3:3])[CH3:2].[H-].[Na+].F[C:8]1[C:13]([I:14])=[CH:12][CH:11]=[CH:10][N:9]=1.[NH4+].[Cl-]. The catalyst is CN(C=O)C. The product is [I:14][C:13]1[C:8]([O:4][CH:1]([CH3:3])[CH3:2])=[N:9][CH:10]=[CH:11][CH:12]=1. The yield is 0.240.